Dataset: Full USPTO retrosynthesis dataset with 1.9M reactions from patents (1976-2016). Task: Predict the reactants needed to synthesize the given product. Given the product [Cl:1][C:2]1[CH:3]=[C:4]2[C:9](=[C:10]([Cl:12])[CH:11]=1)[CH2:8][N:7]([CH3:13])[CH2:6][CH:5]2[C:14]1[CH:15]=[CH:16][C:17]([S:21]([Cl:20])(=[O:23])=[O:22])=[CH:18][CH:19]=1, predict the reactants needed to synthesize it. The reactants are: [Cl:1][C:2]1[CH:3]=[C:4]2[C:9](=[C:10]([Cl:12])[CH:11]=1)[CH2:8][N:7]([CH3:13])[CH2:6][CH:5]2[C:14]1[CH:19]=[CH:18][CH:17]=[CH:16][CH:15]=1.[Cl:20][S:21](O)(=[O:23])=[O:22].[OH-].[Na+].